Dataset: Catalyst prediction with 721,799 reactions and 888 catalyst types from USPTO. Task: Predict which catalyst facilitates the given reaction. (1) Reactant: [Br:1][C:2]1[CH:7]=[CH:6][C:5]([OH:8])=[CH:4][C:3]=1[N:9]([CH2:13][C:14]1[CH:19]=[CH:18][C:17]([O:20][CH2:21][CH2:22][N:23]2[CH2:28][CH2:27][CH2:26][CH2:25][CH2:24]2)=[C:16]([F:29])[CH:15]=1)[C:10](=[O:12])[CH3:11].BrC1C=C[C:34]([O:37]C)=[CH:33]C=1N(CC1C=CC(OCCN2CCCCC2)=C(F)C=1)C(=O)C.C(OC(=O)C)(=O)C.C(=O)(O)[O-].[Na+]. Product: [C:10]([N:9]([CH2:13][C:14]1[CH:19]=[CH:18][C:17]([O:20][CH2:21][CH2:22][N:23]2[CH2:28][CH2:27][CH2:26][CH2:25][CH2:24]2)=[C:16]([F:29])[CH:15]=1)[C:3]1[CH:4]=[C:5]([O:8][C:34](=[O:37])[CH3:33])[CH:6]=[CH:7][C:2]=1[Br:1])(=[O:12])[CH3:11]. The catalyst class is: 17. (2) Reactant: [NH2:1][C:2]1[C:7](Br)=[CH:6][N:5]=[C:4]([Cl:9])[CH:3]=1.[F:10][C:11]1[CH:12]=[C:13](B(O)O)[CH:14]=[CH:15][C:16]=1[O:17][CH:18]([CH3:20])[CH3:19].C(=O)([O-])[O-].[Na+].[Na+]. Product: [Cl:9][C:4]1[CH:3]=[C:2]([NH2:1])[C:7]([C:13]2[CH:14]=[CH:15][C:16]([O:17][CH:18]([CH3:19])[CH3:20])=[C:11]([F:10])[CH:12]=2)=[CH:6][N:5]=1. The catalyst class is: 551. (3) Reactant: [CH3:1][O:2][C:3]([C:5]1[NH:14][C:8]2=[CH:9][N:10]=[CH:11][C:12]([Br:13])=[C:7]2[CH:6]=1)=[O:4].[C:15](=[O:18])([O-])[O-:16].[Na+].[Na+]. Product: [CH3:1][O:2][C:3]([C:5]1[N:14]([C:15]([O:16][C:7]([CH3:8])([CH3:12])[CH3:6])=[O:18])[C:8]2=[CH:9][N:10]=[CH:11][C:12]([Br:13])=[C:7]2[CH:6]=1)=[O:4]. The catalyst class is: 1. (4) Reactant: [CH:1]([C:3]1[C:12]2[C:7](=[CH:8][CH:9]=[CH:10][CH:11]=2)[C:6]([O:13][C:14]2[CH:21]=[CH:20][C:17]([C:18]#[N:19])=[CH:16][N:15]=2)=[CH:5][CH:4]=1)=O.C(O)(=O)C.[CH3:26][CH:27]([CH3:31])[CH2:28][CH2:29][NH2:30].[BH-](OC(C)=O)(OC(C)=O)OC(C)=O.[Na+].[ClH:46].O1CCOCC1. Product: [ClH:46].[CH3:26][CH:27]([CH3:31])[CH2:28][CH2:29][NH:30][CH2:1][C:3]1[C:12]2[C:7](=[CH:8][CH:9]=[CH:10][CH:11]=2)[C:6]([O:13][C:14]2[CH:21]=[CH:20][C:17]([C:18]#[N:19])=[CH:16][N:15]=2)=[CH:5][CH:4]=1. The catalyst class is: 158. (5) Reactant: [CH2:1]([O:3][C:4](=[O:28])[C:5]([CH3:27])([CH3:26])[CH2:6][C:7]1[N:15]([CH2:16][C:17]2[CH:22]=[CH:21][C:20]([Cl:23])=[CH:19][CH:18]=2)[C:14]2[C:9](=[N:10][C:11]([O:24][CH3:25])=[CH:12][CH:13]=2)[CH:8]=1)[CH3:2].[CH3:29][C:30]([CH3:36])([CH3:35])[CH2:31][C:32](Cl)=[O:33].[Cl-].[Al+3].[Cl-].[Cl-]. Product: [CH2:1]([O:3][C:4](=[O:28])[C:5]([CH3:27])([CH3:26])[CH2:6][C:7]1[N:15]([CH2:16][C:17]2[CH:18]=[CH:19][C:20]([Cl:23])=[CH:21][CH:22]=2)[C:14]2[C:9](=[N:10][C:11]([O:24][CH3:25])=[CH:12][CH:13]=2)[C:8]=1[C:32](=[O:33])[CH2:31][C:30]([CH3:36])([CH3:35])[CH3:29])[CH3:2]. The catalyst class is: 68. (6) Reactant: [Br:1][C:2]1[CH:3]=[CH:4][C:5]([OH:10])=[C:6]([CH:9]=1)[CH:7]=[O:8].C([O-])([O-])=O.[K+].[K+].Br[CH2:18][CH:19]1[CH2:21][CH2:20]1.O. Product: [Br:1][C:2]1[CH:3]=[CH:4][C:5]([O:10][CH2:18][CH:19]2[CH2:21][CH2:20]2)=[C:6]([CH:9]=1)[CH:7]=[O:8]. The catalyst class is: 396. (7) Reactant: [C:1]([O:5][C:6]([N:8]1[CH2:13][CH2:12][N:11]([C:14]2[N:19]=[CH:18][N:17]=[C:16]3[NH:20][N:21]=[CH:22][C:15]=23)[CH2:10][CH2:9]1)=[O:7])([CH3:4])([CH3:3])[CH3:2].[CH2:23]([O:25][C:26]1[CH:33]=[CH:32][C:29](CO)=[CH:28][CH:27]=1)[CH3:24].[C:34]1(P(C2C=CC=CC=2)C2C=CC=CC=2)C=CC=CC=1. Product: [CH2:23]([O:25][C:26]1[CH:27]=[C:28]([CH:29]=[CH:32][CH:33]=1)[CH2:34][N:20]1[C:16]2=[N:17][CH:18]=[N:19][C:14]([N:11]3[CH2:10][CH2:9][N:8]([C:6]([O:5][C:1]([CH3:4])([CH3:2])[CH3:3])=[O:7])[CH2:13][CH2:12]3)=[C:15]2[CH:22]=[N:21]1)[CH3:24]. The catalyst class is: 7. (8) Product: [O:26]=[C:21]1[C:20]2[NH:27][CH:28]=[CH:29][C:19]=2[C:18]2[CH:17]=[C:16]([C:14]3[N:11]=[C:9]([NH:8][NH:7][C:1]4[CH:2]=[CH:3][CH:4]=[CH:5][CH:6]=4)[S:10][CH:13]=3)[CH:25]=[CH:24][C:23]=2[NH:22]1.[CH2:30]([C:32]([O-:34])=[O:33])[CH3:31]. The catalyst class is: 8. Reactant: [C:1]1([NH:7][NH:8][C:9]([NH2:11])=[S:10])[CH:6]=[CH:5][CH:4]=[CH:3][CH:2]=1.Br[CH2:13][C:14]([C:16]1[CH:25]=[CH:24][C:23]2[NH:22][C:21](=[O:26])[C:20]3[NH:27][CH:28]=[CH:29][C:19]=3[C:18]=2[CH:17]=1)=O.[CH2:30]([C:32]([O-:34])=[O:33])[CH3:31].